This data is from NCI-60 drug combinations with 297,098 pairs across 59 cell lines. The task is: Regression. Given two drug SMILES strings and cell line genomic features, predict the synergy score measuring deviation from expected non-interaction effect. (1) Drug 1: C1C(C(OC1N2C=NC3=C(N=C(N=C32)Cl)N)CO)O. Drug 2: CCC1(CC2CC(C3=C(CCN(C2)C1)C4=CC=CC=C4N3)(C5=C(C=C6C(=C5)C78CCN9C7C(C=CC9)(C(C(C8N6C)(C(=O)OC)O)OC(=O)C)CC)OC)C(=O)OC)O.OS(=O)(=O)O. Cell line: SK-OV-3. Synergy scores: CSS=3.28, Synergy_ZIP=-0.658, Synergy_Bliss=2.06, Synergy_Loewe=-7.99, Synergy_HSA=-2.98. (2) Drug 1: CC(CN1CC(=O)NC(=O)C1)N2CC(=O)NC(=O)C2. Drug 2: C1=C(C(=O)NC(=O)N1)N(CCCl)CCCl. Cell line: SF-295. Synergy scores: CSS=58.9, Synergy_ZIP=-5.66, Synergy_Bliss=-4.75, Synergy_Loewe=-4.04, Synergy_HSA=-1.17. (3) Drug 1: C1CC(C1)(C2=CC=C(C=C2)C3=C(C=C4C(=N3)C=CN5C4=NNC5=O)C6=CC=CC=C6)N. Drug 2: CC1CC(C(C(C=C(C(C(C=CC=C(C(=O)NC2=CC(=O)C(=C(C1)C2=O)OC)C)OC)OC(=O)N)C)C)O)OC. Cell line: SK-OV-3. Synergy scores: CSS=63.4, Synergy_ZIP=4.12, Synergy_Bliss=2.72, Synergy_Loewe=4.37, Synergy_HSA=6.85. (4) Drug 1: CC12CCC(CC1=CCC3C2CCC4(C3CC=C4C5=CN=CC=C5)C)O. Drug 2: C1CN(P(=O)(OC1)NCCCl)CCCl. Cell line: SK-MEL-2. Synergy scores: CSS=2.46, Synergy_ZIP=0.161, Synergy_Bliss=-0.943, Synergy_Loewe=-5.86, Synergy_HSA=-4.13. (5) Drug 1: C1CC(C1)(C(=O)O)C(=O)O.[NH2-].[NH2-].[Pt+2]. Drug 2: COC1=C2C(=CC3=C1OC=C3)C=CC(=O)O2. Cell line: U251. Synergy scores: CSS=9.09, Synergy_ZIP=-3.06, Synergy_Bliss=7.36, Synergy_Loewe=-7.40, Synergy_HSA=2.19. (6) Drug 2: N.N.Cl[Pt+2]Cl. Cell line: OVCAR-8. Drug 1: C1=C(C(=O)NC(=O)N1)F. Synergy scores: CSS=34.9, Synergy_ZIP=2.04, Synergy_Bliss=-0.863, Synergy_Loewe=-3.61, Synergy_HSA=-1.35. (7) Drug 1: C1=CC=C(C=C1)NC(=O)CCCCCCC(=O)NO. Drug 2: CC12CCC3C(C1CCC2O)C(CC4=C3C=CC(=C4)O)CCCCCCCCCS(=O)CCCC(C(F)(F)F)(F)F. Cell line: SR. Synergy scores: CSS=3.78, Synergy_ZIP=1.48, Synergy_Bliss=-7.40, Synergy_Loewe=4.35, Synergy_HSA=-3.29. (8) Drug 1: C(CC(=O)O)C(=O)CN.Cl. Synergy scores: CSS=2.23, Synergy_ZIP=-1.42, Synergy_Bliss=-0.430, Synergy_Loewe=-14.0, Synergy_HSA=-1.75. Cell line: UACC62. Drug 2: C1CNP(=O)(OC1)N(CCCl)CCCl. (9) Drug 1: CC1=C(C=C(C=C1)NC2=NC=CC(=N2)N(C)C3=CC4=NN(C(=C4C=C3)C)C)S(=O)(=O)N.Cl. Drug 2: CC1C(C(=O)NC(C(=O)N2CCCC2C(=O)N(CC(=O)N(C(C(=O)O1)C(C)C)C)C)C(C)C)NC(=O)C3=C4C(=C(C=C3)C)OC5=C(C(=O)C(=C(C5=N4)C(=O)NC6C(OC(=O)C(N(C(=O)CN(C(=O)C7CCCN7C(=O)C(NC6=O)C(C)C)C)C)C(C)C)C)N)C. Cell line: NCIH23. Synergy scores: CSS=4.21, Synergy_ZIP=4.48, Synergy_Bliss=11.9, Synergy_Loewe=11.9, Synergy_HSA=11.2.